From a dataset of Forward reaction prediction with 1.9M reactions from USPTO patents (1976-2016). Predict the product of the given reaction. Given the reactants C[O:2][C:3](=[O:23])[C:4]1[CH:9]=[CH:8][CH:7]=[C:6]([S:10](=[O:22])(=[O:21])[NH:11][CH2:12][CH2:13][C:14]([O:16][C:17]([CH3:20])([CH3:19])[CH3:18])=[O:15])[CH:5]=1.[I-].[Li+], predict the reaction product. The product is: [C:17]([O:16][C:14]([CH2:13][CH2:12][NH:11][S:10]([C:6]1[CH:5]=[C:4]([CH:9]=[CH:8][CH:7]=1)[C:3]([OH:23])=[O:2])(=[O:22])=[O:21])=[O:15])([CH3:20])([CH3:18])[CH3:19].